From a dataset of Peptide-MHC class II binding affinity with 134,281 pairs from IEDB. Regression. Given a peptide amino acid sequence and an MHC pseudo amino acid sequence, predict their binding affinity value. This is MHC class II binding data. (1) The peptide sequence is SEYFRLCESLKTTID. The MHC is DRB1_0101 with pseudo-sequence DRB1_0101. The binding affinity (normalized) is 0.585. (2) The peptide sequence is SQTEVKEEGKEELQE. The MHC is DRB4_0103 with pseudo-sequence DRB4_0103. The binding affinity (normalized) is 0.